Dataset: Peptide-MHC class I binding affinity with 185,985 pairs from IEDB/IMGT. Task: Regression. Given a peptide amino acid sequence and an MHC pseudo amino acid sequence, predict their binding affinity value. This is MHC class I binding data. (1) The MHC is HLA-B35:01 with pseudo-sequence HLA-B35:01. The binding affinity (normalized) is 0.714. The peptide sequence is FPNLQVDPT. (2) The peptide sequence is KIGEVIGPK. The MHC is HLA-B46:01 with pseudo-sequence HLA-B46:01. The binding affinity (normalized) is 0.0847. (3) The binding affinity (normalized) is 0.0847. The peptide sequence is IYTDEVYDY. The MHC is HLA-A26:01 with pseudo-sequence HLA-A26:01. (4) The peptide sequence is EIKDRILSY. The MHC is HLA-B15:01 with pseudo-sequence HLA-B15:01. The binding affinity (normalized) is 0.528. (5) The peptide sequence is VLKAGQTVTI. The MHC is HLA-A02:02 with pseudo-sequence HLA-A02:02. The binding affinity (normalized) is 0.666. (6) The binding affinity (normalized) is 0.324. The MHC is H-2-Db with pseudo-sequence H-2-Db. The peptide sequence is TGLMNDTGPI.